Predict the reactants needed to synthesize the given product. From a dataset of Full USPTO retrosynthesis dataset with 1.9M reactions from patents (1976-2016). (1) Given the product [Cl:1][C:2]1[CH:3]=[CH:4][C:5]([O:18][C:37]2[C:38]([F:40])=[CH:39][C:34]([S:31]([N:30]([CH2:29][C:28]3[CH:48]=[CH:49][C:50]([O:52][CH3:53])=[CH:51][C:27]=3[O:26][CH3:25])[C:43]3[S:47][N:46]=[CH:45][N:44]=3)(=[O:32])=[O:33])=[C:35]([F:42])[CH:36]=2)=[C:6]([C:8]2[CH:9]=[C:10]3[C:14](=[CH:15][CH:16]=2)[NH:13][C:12](=[O:17])[CH2:11]3)[CH:7]=1, predict the reactants needed to synthesize it. The reactants are: [Cl:1][C:2]1[CH:3]=[CH:4][C:5]([OH:18])=[C:6]([C:8]2[CH:9]=[C:10]3[C:14](=[CH:15][CH:16]=2)[NH:13][C:12](=[O:17])[CH2:11]3)[CH:7]=1.C(=O)([O-])[O-].[K+].[K+].[CH3:25][O:26][C:27]1[CH:51]=[C:50]([O:52][CH3:53])[CH:49]=[CH:48][C:28]=1[CH2:29][N:30]([C:43]1[S:47][N:46]=[CH:45][N:44]=1)[S:31]([C:34]1[CH:39]=[C:38]([F:40])[C:37](F)=[CH:36][C:35]=1[F:42])(=[O:33])=[O:32]. (2) Given the product [NH2:23][C:26]1[CH:27]=[CH:28][C:29]2[CH2:35][CH2:34][N:33]([C:36](=[O:41])[C:37]([F:40])([F:38])[F:39])[CH2:32][CH2:31][C:30]=2[CH:42]=1, predict the reactants needed to synthesize it. The reactants are: NC1C([N+]([O-])=O)=CC2CCN(C(OC(C)(C)C)=O)CCC=2C=1.[N+:23]([C:26]1[C:27](NC(=O)C)=[CH:28][C:29]2[CH2:35][CH2:34][N:33]([C:36](=[O:41])[C:37]([F:40])([F:39])[F:38])[CH2:32][CH2:31][C:30]=2[CH:42]=1)([O-])=O.C(=O)([O-])[O-].[K+].[K+].C(OC(OC(C)(C)C)=O)(OC(C)(C)C)=O. (3) Given the product [Cl:17][C:18]1[CH:25]=[CH:24][CH:23]=[C:22]([F:26])[C:19]=1[CH:20]([OH:21])[CH2:1][C:2]1[CH:3]=[C:4]([CH:11]=[CH:12][C:13]=1[N+:14]([O-:16])=[O:15])[C:5]([O:7][CH2:8][CH:9]=[CH2:10])=[O:6], predict the reactants needed to synthesize it. The reactants are: [CH3:1][C:2]1[CH:3]=[C:4]([CH:11]=[CH:12][C:13]=1[N+:14]([O-:16])=[O:15])[C:5]([O:7][CH2:8][CH:9]=[CH2:10])=[O:6].[Cl:17][C:18]1[CH:25]=[CH:24][CH:23]=[C:22]([F:26])[C:19]=1[CH:20]=[O:21].C1CCN2C(=NCCC2)CC1.